Dataset: Full USPTO retrosynthesis dataset with 1.9M reactions from patents (1976-2016). Task: Predict the reactants needed to synthesize the given product. (1) Given the product [CH3:1][C:2]1[CH:16]=[CH:15][C:5]([O:6][C:7]2[CH:8]=[C:9]([CH:12]=[CH:13][CH:14]=2)[CH2:10][NH:27][C@@H:17]2[C:26]3[C:21](=[CH:22][CH:23]=[CH:24][CH:25]=3)[CH2:20][CH2:19][CH2:18]2)=[CH:4][CH:3]=1, predict the reactants needed to synthesize it. The reactants are: [CH3:1][C:2]1[CH:16]=[CH:15][C:5]([O:6][C:7]2[CH:8]=[C:9]([CH:12]=[CH:13][CH:14]=2)[CH:10]=O)=[CH:4][CH:3]=1.[C@@H:17]1([NH2:27])[C:26]2[C:21](=[CH:22][CH:23]=[CH:24][CH:25]=2)[CH2:20][CH2:19][CH2:18]1. (2) Given the product [Si:1]([O:18][CH2:19][C:20]1[C:25]([N:26]2[CH2:31][C@H:30]([CH3:32])[O:29][C@H:28]([CH3:33])[CH2:27]2)=[C:24]([Cl:34])[C:23]([F:35])=[C:22]([CH:42]([C:38]2[N:37]([CH3:36])[CH:41]=[CH:40][N:39]=2)[OH:43])[CH:21]=1)([C:14]([CH3:16])([CH3:17])[CH3:15])([C:2]1[CH:7]=[CH:6][CH:5]=[CH:4][CH:3]=1)[C:8]1[CH:13]=[CH:12][CH:11]=[CH:10][CH:9]=1, predict the reactants needed to synthesize it. The reactants are: [Si:1]([O:18][CH2:19][C:20]1[C:25]([N:26]2[CH2:31][C@H:30]([CH3:32])[O:29][C@H:28]([CH3:33])[CH2:27]2)=[C:24]([Cl:34])[C:23]([F:35])=[CH:22][CH:21]=1)([C:14]([CH3:17])([CH3:16])[CH3:15])([C:8]1[CH:13]=[CH:12][CH:11]=[CH:10][CH:9]=1)[C:2]1[CH:7]=[CH:6][CH:5]=[CH:4][CH:3]=1.[CH3:36][N:37]1[CH:41]=[CH:40][N:39]=[C:38]1[CH:42]=[O:43].[Li]CCCC. (3) Given the product [CH3:15][C:16]1[C:20]([C:21]2[C:22]([O:45][CH3:46])=[CH:23][C:24]3[C:25]4[N:33]([C@@H:34]([C:36]5[CH:37]=[CH:38][C:39]([C:40]#[N:41])=[CH:42][CH:43]=5)[CH3:35])[C:32](=[O:44])[O:31][C:26]=4[CH:27]=[N:28][C:29]=3[CH:30]=2)=[C:19]([CH3:47])[O:18][N:17]=1, predict the reactants needed to synthesize it. The reactants are: C(C1C(=O)C(Cl)=C(Cl)C(=O)C=1C#N)#N.[CH3:15][C:16]1[C:20]([C:21]2[C:22]([O:45][CH3:46])=[CH:23][C:24]3[CH:25]4[N:33]([C@@H:34]([C:36]5[CH:43]=[CH:42][C:39]([C:40]#[N:41])=[CH:38][CH:37]=5)[CH3:35])[C:32](=[O:44])[O:31][CH:26]4[CH2:27][NH:28][C:29]=3[CH:30]=2)=[C:19]([CH3:47])[O:18][N:17]=1. (4) Given the product [Cl:1][C:2]1[CH:7]=[CH:6][C:5]([C@H:8]([C:28]2[C:179]3[C:178](=[C:177]([F:176])[CH:182]=[C:181]([CH3:183])[CH:180]=3)[NH:184][CH:29]=2)[C@@H:9]([C:13]2[CH:14]=[CH:15][C:16]([C:17]([NH:19][CH2:20][CH2:21][C:22]([O:24][CH3:25])=[O:23])=[O:18])=[CH:26][CH:27]=2)[CH2:10][CH2:11][CH3:12])=[CH:4][CH:3]=1, predict the reactants needed to synthesize it. The reactants are: [Cl:1][C:2]1[CH:7]=[CH:6][C:5]([CH:8]([CH2:28][CH:29]=O)[CH:9]([C:13]2[CH:27]=[CH:26][C:16]([C:17]([NH:19][CH2:20][CH2:21][C:22]([O:24][CH3:25])=[O:23])=[O:18])=[CH:15][CH:14]=2)[CH2:10][CH2:11][CH3:12])=[CH:4][CH:3]=1.CC(C1NC(=O)C(CCSC)NC(=O)C(NC(C(NC(C(NC(C(NC(C(N)CC(O)=O)=O)C(O)C)=O)CCSC)=O)CCCNC(N)=N)=O)CSSCC(C(NC(C(NC(C(NC(C(O)=O)C(C)C)=O)CCC(O)=O)=O)CC2C3C(=CC=CC=3)NC=2)=O)NC(=O)C2N(CCC2)C(=O)C(CCCNC(N)=N)NC(=O)C(CC2C=CC(O)=CC=2)NC(=O)C(C(C)C)NC(=O)C(CCCNC(N)=N)NC(=O)CNC1=O)C.Cl.[F:176][C:177]1[CH:182]=[C:181]([CH3:183])[CH:180]=[CH:179][C:178]=1[NH:184]N. (5) Given the product [F:24][C:23]([F:25])([F:26])[C:22]([NH:21][CH2:20][CH2:19][CH2:18][C:14]1[CH:15]=[CH:16][CH:17]=[C:12]([C:6]#[C:5][C:4]([OH:10])([CH:7]([CH3:9])[CH3:8])[CH:1]([CH3:3])[CH3:2])[CH:13]=1)=[O:27], predict the reactants needed to synthesize it. The reactants are: [CH:1]([C:4]([OH:10])([CH:7]([CH3:9])[CH3:8])[C:5]#[CH:6])([CH3:3])[CH3:2].Br[C:12]1[CH:13]=[C:14]([CH2:18][CH2:19][CH2:20][NH:21][C:22](=[O:27])[C:23]([F:26])([F:25])[F:24])[CH:15]=[CH:16][CH:17]=1. (6) Given the product [CH2:1]([O:8][CH:9]1[CH2:13][CH2:12][CH2:11][C:10]1=[O:14])[C:2]1[CH:7]=[CH:6][CH:5]=[CH:4][CH:3]=1, predict the reactants needed to synthesize it. The reactants are: [CH2:1]([O:8][CH:9]1[CH2:13][CH2:12][CH2:11][CH:10]1[OH:14])[C:2]1[CH:7]=[CH:6][CH:5]=[CH:4][CH:3]=1.CC(C)=O.OS(O)(=O)=O.O=[Cr](=O)=O.